From a dataset of Forward reaction prediction with 1.9M reactions from USPTO patents (1976-2016). Predict the product of the given reaction. (1) Given the reactants [CH2:1]([C@H:4]([C@H:11]([OH:18])[C:12]([O:14][CH:15]([CH3:17])[CH3:16])=[O:13])[C:5]([O:7][CH:8]([CH3:10])[CH3:9])=[O:6])[CH:2]=[CH2:3].CCN(C(C)C)C(C)C.Br[C:29]1[CH:34]=[CH:33][C:32]([O:35][CH2:36][CH3:37])=[CH:31][CH:30]=1.C1(C)C=CC=CC=1P(C1C=CC=CC=1C)C1C=CC=CC=1C, predict the reaction product. The product is: [CH2:36]([O:35][C:32]1[CH:33]=[CH:34][C:29](/[CH:3]=[CH:2]/[CH2:1][C@H:4]([C@H:11]([OH:18])[C:12]([O:14][CH:15]([CH3:17])[CH3:16])=[O:13])[C:5]([O:7][CH:8]([CH3:10])[CH3:9])=[O:6])=[CH:30][CH:31]=1)[CH3:37]. (2) The product is: [CH3:1][C:2]1[N:3]([C:17]2[CH:22]=[CH:21][N:20]([CH2:25][CH2:26][O:27][CH3:28])[C:19](=[O:23])[CH:18]=2)[C:4]([CH3:16])=[C:5]([C:7]#[C:8][C:9]2[CH:10]=[C:11]([CH3:15])[CH:12]=[CH:13][CH:14]=2)[N:6]=1. Given the reactants [CH3:1][C:2]1[N:3]([C:17]2[CH:22]=[CH:21][NH:20][C:19](=[O:23])[CH:18]=2)[C:4]([CH3:16])=[C:5]([C:7]#[C:8][C:9]2[CH:10]=[C:11]([CH3:15])[CH:12]=[CH:13][CH:14]=2)[N:6]=1.Br[CH2:25][CH2:26][O:27][CH3:28], predict the reaction product. (3) The product is: [C:29]([C@H:33]1[CH2:34][CH2:35][C@H:36]([NH:39][C:15]([C:14]2[N:10]([CH2:9][C:8]3[CH:27]=[CH:28][C:5]([C:3]([O:2][CH3:1])=[O:4])=[CH:6][CH:7]=3)[N:11]=[C:12]([C:18]3[CH:23]=[C:22]([F:24])[C:21]([F:25])=[C:20]([F:26])[CH:19]=3)[CH:13]=2)=[O:16])[CH2:37][CH2:38]1)([CH3:32])([CH3:30])[CH3:31]. Given the reactants [CH3:1][O:2][C:3]([C:5]1[CH:28]=[CH:27][C:8]([CH2:9][N:10]2[C:14]([C:15](O)=[O:16])=[CH:13][C:12]([C:18]3[CH:23]=[C:22]([F:24])[C:21]([F:25])=[C:20]([F:26])[CH:19]=3)=[N:11]2)=[CH:7][CH:6]=1)=[O:4].[C:29]([CH:33]1[CH2:38][CH2:37][CH:36]([NH2:39])[CH2:35][CH2:34]1)([CH3:32])([CH3:31])[CH3:30].C1C=NC2N(O)N=NC=2C=1.CCN(C(C)C)C(C)C.C(Cl)CCl, predict the reaction product. (4) Given the reactants [O:1]=[O+][O-].[N+:4]([C:7]1[CH:15]=[CH:14][CH:13]=[C:12]2[C:8]=1[C:9]([CH:23]=C)=[N:10][N:11]2[C:16]([O:18][C:19]([CH3:22])([CH3:21])[CH3:20])=[O:17])([O-:6])=[O:5].C1(P(C2C=CC=CC=2)C2C=CC=CC=2)C=CC=CC=1, predict the reaction product. The product is: [CH:23]([C:9]1[C:8]2[C:12](=[CH:13][CH:14]=[CH:15][C:7]=2[N+:4]([O-:6])=[O:5])[N:11]([C:16]([O:18][C:19]([CH3:22])([CH3:21])[CH3:20])=[O:17])[N:10]=1)=[O:1]. (5) The product is: [CH3:13][N:6]1[CH:5]([C:14]2[CH:19]=[CH:18][CH:17]=[CH:16][CH:15]=2)[C:4]2[C:9](=[CH:10][CH:11]=[C:2]([B:20]3[O:24][C:23]([CH3:26])([CH3:25])[C:22]([CH3:28])([CH3:27])[O:21]3)[CH:3]=2)[NH:8][C:7]1=[O:12]. Given the reactants Br[C:2]1[CH:3]=[C:4]2[C:9](=[CH:10][CH:11]=1)[NH:8][C:7](=[O:12])[N:6]([CH3:13])[CH:5]2[C:14]1[CH:19]=[CH:18][CH:17]=[CH:16][CH:15]=1.[B:20]1([B:20]2[O:24][C:23]([CH3:26])([CH3:25])[C:22]([CH3:28])([CH3:27])[O:21]2)[O:24][C:23]([CH3:26])([CH3:25])[C:22]([CH3:28])([CH3:27])[O:21]1.C([O-])(=O)C.[K+], predict the reaction product. (6) Given the reactants CON(C)[C:4](=[O:15])[C@@H:5]([NH:7][C:8](=[O:14])[O:9][C:10]([CH3:13])([CH3:12])[CH3:11])[CH3:6].[Cl:17][C:18]1[CH:23]=[CH:22][CH:21]=[CH:20][C:19]=1[Mg]Cl, predict the reaction product. The product is: [Cl:17][C:18]1[CH:23]=[CH:22][CH:21]=[CH:20][C:19]=1[C:4](=[O:15])[C@@H:5]([NH:7][C:8](=[O:14])[O:9][C:10]([CH3:11])([CH3:12])[CH3:13])[CH3:6]. (7) Given the reactants NC1C([C:8](N)=[O:9])=C(N2CCC(C3N(C)C=C(C4C=CC(F)=C(C(F)(F)F)C=4)N=3)CC2)N=CN=1.[NH2:34][C:35]1[C:40]([C:41]#[N:42])=[C:39]([N:43]2[CH2:48][CH2:47][CH:46]([C:49]3[N:50]([CH2:65][CH2:66][N:67]([CH:69]([CH3:71])C)C)[CH:51]=[C:52]([C:54]4[CH:59]=[CH:58][C:57]([F:60])=[C:56]([C:61]([F:64])([F:63])[F:62])[CH:55]=4)[N:53]=3)[CH2:45][CH2:44]2)[N:38]=[CH:37][N:36]=1, predict the reaction product. The product is: [NH2:34][C:35]1[C:40]([C:41]#[N:42])=[C:39]([N:43]2[CH2:48][CH2:47][CH:46]([C:49]3[N:50]([CH2:65][CH2:66][NH:67][CH2:69][CH2:71][O:9][CH3:8])[CH:51]=[C:52]([C:54]4[CH:59]=[CH:58][C:57]([F:60])=[C:56]([C:61]([F:64])([F:63])[F:62])[CH:55]=4)[N:53]=3)[CH2:45][CH2:44]2)[N:38]=[CH:37][N:36]=1. (8) Given the reactants [CH2:1]([S:3]([C:6]1[CH2:10][C:9]([CH3:12])([CH3:11])[O:8][N:7]=1)(=O)=O)[CH3:2].[SH-].[Na+].C(=O)([O-])[O-].[K+].[K+].BrCC1[C:24]([C:33]([F:36])([F:35])[F:34])=[N:25][N:26]([CH3:32])[C:27]=1[O:28][CH:29]([F:31])[F:30], predict the reaction product. The product is: [F:31][CH:29]([F:30])[O:28][C:27]1[N:26]([CH3:32])[N:25]=[C:24]([C:33]([F:34])([F:35])[F:36])[C:2]=1[CH2:1][S:3][C:6]1[CH2:10][C:9]([CH3:12])([CH3:11])[O:8][N:7]=1. (9) Given the reactants [CH3:1][O:2][C:3]([C:5]1[N:6]([NH:13][CH2:14][C:15]2[CH:20]=[CH:19][CH:18]=[CH:17][CH:16]=2)[C:7]([Cl:12])=[C:8]([Cl:11])[C:9]=1[Cl:10])=[O:4].[CH2:21]([O:23][C:24](=[O:29])[CH2:25][C:26](Cl)=[O:27])[CH3:22], predict the reaction product. The product is: [CH3:1][O:2][C:3]([C:5]1[N:6]([N:13]([CH2:14][C:15]2[CH:20]=[CH:19][CH:18]=[CH:17][CH:16]=2)[C:26](=[O:27])[CH2:25][C:24]([O:23][CH2:21][CH3:22])=[O:29])[C:7]([Cl:12])=[C:8]([Cl:11])[C:9]=1[Cl:10])=[O:4]. (10) Given the reactants [CH3:1][O:2][C:3]1[CH:14]=[CH:13][C:6]([CH2:7][S:8][CH2:9][C:10]([OH:12])=O)=[CH:5][CH:4]=1.C1(N=C=NC2CCCCC2)CCCCC1.[C:30]1([C@H:36]2[CH2:40][O:39][C:38](=[O:41])[NH:37]2)[CH:35]=[CH:34][CH:33]=[CH:32][CH:31]=1, predict the reaction product. The product is: [CH3:1][O:2][C:3]1[CH:4]=[CH:5][C:6]([CH2:7][S:8][CH2:9][C:10]([N:37]2[C@@H:36]([C:30]3[CH:35]=[CH:34][CH:33]=[CH:32][CH:31]=3)[CH2:40][O:39][C:38]2=[O:41])=[O:12])=[CH:13][CH:14]=1.